Regression. Given a peptide amino acid sequence and an MHC pseudo amino acid sequence, predict their binding affinity value. This is MHC class II binding data. From a dataset of Peptide-MHC class II binding affinity with 134,281 pairs from IEDB. The peptide sequence is EPGHLAPTGMFVAGA. The MHC is DRB1_1201 with pseudo-sequence DRB1_1201. The binding affinity (normalized) is 0.0800.